Predict the reactants needed to synthesize the given product. From a dataset of Full USPTO retrosynthesis dataset with 1.9M reactions from patents (1976-2016). Given the product [Cl:17][C:18]1[CH:19]=[C:20]([C:28]2[CH:37]=[C:36]3[C:31]([CH2:32][CH2:33][CH2:34][C:35]43[N:41]=[C:40]([NH2:42])[C:39]([CH3:43])=[N:38]4)=[CH:30][CH:29]=2)[CH:21]=[N:22][CH:23]=1, predict the reactants needed to synthesize it. The reactants are: CC([PH+](C(C)(C)C)CCCS([O-])(=O)=O)(C)C.[Cl:17][C:18]1[CH:19]=[C:20](B(O)O)[CH:21]=[N:22][CH:23]=1.Br[C:28]1[CH:37]=[C:36]2[C:31]([CH2:32][CH2:33][CH2:34][C:35]32[N:41]=[C:40]([NH2:42])[C:39]([CH3:43])=[N:38]3)=[CH:30][CH:29]=1.CC1CCCO1.C([O-])([O-])=O.[K+].[K+].